From a dataset of Catalyst prediction with 721,799 reactions and 888 catalyst types from USPTO. Predict which catalyst facilitates the given reaction. The catalyst class is: 7. Product: [C:1]([O:4][C:5](=[CH:38][C:34]1[CH:33]=[C:32]([CH3:40])[C:31]2[C:36](=[CH:37][N:29]([CH2:28][O:27][CH3:26])[N:30]=2)[CH:35]=1)[C:6]([O:8][CH3:9])=[O:7])(=[O:3])[CH3:2]. Reactant: [C:1]([O:4][CH:5](P(CC)(CC)=O)[C:6]([O:8][CH3:9])=[O:7])(=[O:3])[CH3:2].[Cl-].[Li+].CN(C)C(=N)N(C)C.[CH3:26][O:27][CH2:28][N:29]1[CH:37]=[C:36]2[C:31]([C:32]([CH3:40])=[CH:33][C:34]([CH:38]=O)=[CH:35]2)=[N:30]1.